This data is from Peptide-MHC class I binding affinity with 185,985 pairs from IEDB/IMGT. The task is: Regression. Given a peptide amino acid sequence and an MHC pseudo amino acid sequence, predict their binding affinity value. This is MHC class I binding data. (1) The peptide sequence is RSNAILHNIY. The MHC is HLA-A68:01 with pseudo-sequence HLA-A68:01. The binding affinity (normalized) is 0.359. (2) The peptide sequence is CLKNEGVSGL. The MHC is HLA-A02:02 with pseudo-sequence HLA-A02:02. The binding affinity (normalized) is 0.552. (3) The peptide sequence is TTYMDTFFR. The MHC is HLA-A11:01 with pseudo-sequence HLA-A11:01. The binding affinity (normalized) is 0.937. (4) The peptide sequence is VPTSWSHAM. The MHC is BoLA-AW10 with pseudo-sequence BoLA-AW10. The binding affinity (normalized) is 0.0641.